Predict the reaction yield, written as a fraction of the theoretical maximum amount of product (1.0 means a 100% yield; for example, 0.34 means a 34% yield). From a dataset of Reaction yield outcomes from USPTO patents with 853,638 reactions. (1) The reactants are Br[C:2]1[C:10]2[O:9][C@@H:8]([CH2:11][Br:12])[CH2:7][C:6]=2[CH:5]=[C:4]([F:13])[CH:3]=1.[CH3:14][C:15]1[CH:20]=[CH:19][C:18](S(OCC2[CH2:14][C:15]3[C:20](C4C=CC=CC=4)=[CH:19][CH:18]=[CH:17][C:16]=3O2)(=O)=O)=[CH:17][CH:16]=1. No catalyst specified. The product is [Br:12][CH2:11][C@H:8]1[CH2:7][C:6]2[CH:5]=[C:4]([F:13])[CH:3]=[C:2]([C:16]3[CH:17]=[CH:18][CH:19]=[CH:20][C:15]=3[CH3:14])[C:10]=2[O:9]1. The yield is 0.950. (2) The reactants are [Cl:1][C:2]1[CH:3]=[C:4]([C:8]2[O:9][C:10]([CH3:34])=[C:11]([CH2:13][N:14]3[C:22]4[C:17](=[CH:18][C:19]([C:23]([OH:32])([C:28]([F:31])([F:30])[F:29])[C:24]([F:27])([F:26])[F:25])=[CH:20][CH:21]=4)[CH:16]=[C:15]3[CH3:33])[N:12]=2)[CH:5]=[CH:6][CH:7]=1.CN([CH:38]=[O:39])C.O=P(Cl)(Cl)Cl. The catalyst is ClC(Cl)C. The product is [Cl:1][C:2]1[CH:3]=[C:4]([C:8]2[O:9][C:10]([CH3:34])=[C:11]([CH2:13][N:14]3[C:22]4[C:17](=[CH:18][C:19]([C:23]([OH:32])([C:24]([F:26])([F:27])[F:25])[C:28]([F:29])([F:30])[F:31])=[CH:20][CH:21]=4)[C:16]([CH:38]=[O:39])=[C:15]3[CH3:33])[N:12]=2)[CH:5]=[CH:6][CH:7]=1. The yield is 0.520.